From a dataset of Full USPTO retrosynthesis dataset with 1.9M reactions from patents (1976-2016). Predict the reactants needed to synthesize the given product. (1) Given the product [CH2:24]([O:31][C:32](=[O:35])[CH2:33][O:17][C:11]1[CH:12]=[CH:13][C:14]([Cl:16])=[CH:15][C:10]=1[CH2:1][C:2]1[CH:7]=[C:6]([Cl:8])[CH:5]=[CH:4][C:3]=1[OH:9])[C:25]1[CH:30]=[CH:29][CH:28]=[CH:27][CH:26]=1, predict the reactants needed to synthesize it. The reactants are: [CH2:1]([C:10]1[CH:15]=[C:14]([Cl:16])[CH:13]=[CH:12][C:11]=1[OH:17])[C:2]1[CH:7]=[C:6]([Cl:8])[CH:5]=[CH:4][C:3]=1[OH:9].C(=O)([O-])[O-].[Li+].[Li+].[CH2:24]([O:31][C:32](=[O:35])[CH2:33]Br)[C:25]1[CH:30]=[CH:29][CH:28]=[CH:27][CH:26]=1. (2) Given the product [Br:24][C:20]1[CH:19]=[C:18]([C:6]2[C:5]([C:3](=[O:4])[CH2:2][F:25])=[C:9]3[CH:10]=[CH:11][C:12]([C:14]([F:16])([F:17])[F:15])=[CH:13][N:8]3[N:7]=2)[CH:23]=[CH:22][CH:21]=1, predict the reactants needed to synthesize it. The reactants are: Br[CH2:2][C:3]([C:5]1[C:6]([C:18]2[CH:23]=[CH:22][CH:21]=[C:20]([Br:24])[CH:19]=2)=[N:7][N:8]2[CH:13]=[C:12]([C:14]([F:17])([F:16])[F:15])[CH:11]=[CH:10][C:9]=12)=[O:4].[F-:25].[K+].O. (3) Given the product [CH2:23]([S:25][C:26]1[CH:34]=[CH:33][CH:32]=[CH:31][C:27]=1[C:28]([NH:13][NH:12][C:10](=[O:11])[C:9]1[CH:8]=[CH:7][C:6]([CH2:1][CH2:2][CH2:3][CH2:4][CH3:5])=[CH:15][CH:14]=1)=[O:29])[CH3:24], predict the reactants needed to synthesize it. The reactants are: [CH2:1]([C:6]1[CH:15]=[CH:14][C:9]([C:10]([NH:12][NH2:13])=[O:11])=[CH:8][CH:7]=1)[CH2:2][CH2:3][CH2:4][CH3:5].C(N(CC)CC)C.[CH2:23]([S:25][C:26]1[CH:34]=[CH:33][CH:32]=[CH:31][C:27]=1[C:28](Cl)=[O:29])[CH3:24].